From a dataset of In vitro SARS-CoV-2 activity screen of 1,480 approved drugs from Prestwick library. Binary Classification. Given a drug SMILES string, predict its activity (active/inactive) in a high-throughput screening assay against a specified biological target. (1) The drug is CCCCC1=NC2(CCCC2)C(=O)N1Cc1ccc(-c2ccccc2-c2nn[nH]n2)cc1. The result is 0 (inactive). (2) The drug is COc1ccc2c(c1)C(=O)N(CCc1ccc(S(=O)(=O)NC(=O)NC3CCCCC3)cc1)C(=O)C2(C)C. The result is 0 (inactive). (3) The molecule is CCC1(c2ccccc2)NC(=O)N(C)C1=O. The result is 0 (inactive). (4) The molecule is COc1ccc([C@@H]2CC(=O)c3c(O)cc(O[C@@H]4O[C@H](CO[C@@H]5O[C@@H](C)[C@H](O)[C@@H](O)[C@H]5O)[C@@H](O)[C@H](O)[C@H]4O)cc3O2)cc1O. The result is 0 (inactive). (5) The molecule is Cc1ccc(Cl)c(Nc2ccccc2C(=O)[O-])c1Cl.O.[Na+]. The result is 0 (inactive). (6) The compound is COS(=O)(=O)[O-].C[N+]1(C)CCC(=C(c2ccccc2)c2ccccc2)CC1. The result is 0 (inactive). (7) The compound is CCOC(=O)[C@H](CCc1ccccc1)N[C@@H](C)C(=O)N1[C@H](C(=O)O)C[C@H]2CCCC[C@@H]21. The result is 0 (inactive). (8) The compound is CCCCOc1ccc(CC(=O)NO)cc1. The result is 0 (inactive).